This data is from Peptide-MHC class II binding affinity with 134,281 pairs from IEDB. The task is: Regression. Given a peptide amino acid sequence and an MHC pseudo amino acid sequence, predict their binding affinity value. This is MHC class II binding data. (1) The peptide sequence is AFKVAAPAANAAPAN. The MHC is HLA-DPA10103-DPB10301 with pseudo-sequence HLA-DPA10103-DPB10301. The binding affinity (normalized) is 0.835. (2) The peptide sequence is QQGVTVDSIGML. The MHC is DRB1_0301 with pseudo-sequence DRB1_0301. The binding affinity (normalized) is 0.455.